Dataset: Full USPTO retrosynthesis dataset with 1.9M reactions from patents (1976-2016). Task: Predict the reactants needed to synthesize the given product. Given the product [ClH:1].[Cl:1][C:2]1[CH:3]=[C:4]([N:9]2[CH2:14][CH2:13][N:12]([C:15]([C:17]3[C:18]([C:23]4[CH:28]=[CH:27][CH:26]=[CH:25][C:24]=4[O:29][C:30]([F:33])([F:32])[F:31])=[N:19][O:20][C:21]=3[CH3:22])=[O:16])[CH2:11][CH2:10]2)[CH:5]=[CH:6][C:7]=1[Cl:8], predict the reactants needed to synthesize it. The reactants are: [Cl:1][C:2]1[CH:3]=[C:4]([N:9]2[CH2:14][CH2:13][N:12]([C:15]([C:17]3[C:18]([C:23]4[CH:28]=[CH:27][CH:26]=[CH:25][C:24]=4[O:29][C:30]([F:33])([F:32])[F:31])=[N:19][O:20][C:21]=3[CH3:22])=[O:16])[CH2:11][CH2:10]2)[CH:5]=[CH:6][C:7]=1[Cl:8].C(O)C.